The task is: Predict the product of the given reaction.. This data is from Forward reaction prediction with 1.9M reactions from USPTO patents (1976-2016). (1) Given the reactants [CH3:1][O:2][C:3](=[O:12])[CH2:4][C:5]1[CH:10]=[CH:9][CH:8]=[C:7]([Cl:11])[CH:6]=1.S(=O)(=O)(O)O.[N+:18]([O-:21])([OH:20])=[O:19], predict the reaction product. The product is: [CH3:1][O:2][C:3](=[O:12])[CH2:4][C:5]1[CH:10]=[CH:9][C:8]([N+:18]([O-:20])=[O:19])=[C:7]([Cl:11])[CH:6]=1.[CH3:1][O:2][C:3](=[O:12])[CH2:4][C:5]1[CH:6]=[C:7]([Cl:11])[CH:8]=[CH:9][C:10]=1[N+:18]([O-:21])=[O:19]. (2) Given the reactants [C:1]([C:3]1[CH:28]=[CH:27][C:6]([CH2:7][C@@:8]23[CH2:15][C@H:14]([NH2:16])[CH2:13][N:12]2[C:11](=[O:17])[N:10]([C:18]2[CH:23]=[C:22]([Cl:24])[CH:21]=[C:20]([Cl:25])[CH:19]=2)[C:9]3=[O:26])=[CH:5][CH:4]=1)#[N:2].[C:29](O)(=[O:35])[CH2:30][CH2:31][C:32]([NH2:34])=[O:33].C1C=CC2N(O)N=NC=2C=1.CCN(C(C)C)C(C)C, predict the reaction product. The product is: [C:1]([C:3]1[CH:4]=[CH:5][C:6]([CH2:7][C@@:8]23[CH2:15][C@H:14]([NH:16][C:29](=[O:35])[CH2:30][CH2:31][C:32](=[O:33])[NH2:34])[CH2:13][N:12]2[C:11](=[O:17])[N:10]([C:18]2[CH:23]=[C:22]([Cl:24])[CH:21]=[C:20]([Cl:25])[CH:19]=2)[C:9]3=[O:26])=[CH:27][CH:28]=1)#[N:2]. (3) Given the reactants [H-].[Na+].CN(C=O)C.[O:8]1[CH2:13][CH2:12][CH2:11][CH2:10][CH:9]1[N:14]1[CH:18]=[C:17]([C:19]2[CH:20]=[C:21]3[C:25](=[CH:26][CH:27]=2)[NH:24][N:23]=[CH:22]3)[CH:16]=[N:15]1.CC1C=CC(S(O[CH2:39][C@H:40]2[CH2:44][C@H:43]([CH3:45])[N:42]([CH2:46][C:47]3[CH:52]=[CH:51][CH:50]=[CH:49][CH:48]=3)[CH2:41]2)(=O)=O)=CC=1, predict the reaction product. The product is: [CH2:46]([N:42]1[C@@H:43]([CH3:45])[CH2:44][C@H:40]([CH2:39][N:24]2[C:25]3[C:21](=[CH:20][C:19]([C:17]4[CH:16]=[N:15][N:14]([CH:9]5[CH2:10][CH2:11][CH2:12][CH2:13][O:8]5)[CH:18]=4)=[CH:27][CH:26]=3)[CH:22]=[N:23]2)[CH2:41]1)[C:47]1[CH:52]=[CH:51][CH:50]=[CH:49][CH:48]=1. (4) Given the reactants C(OC(=O)N[C@H](C1C([C:24]2[CH:25]=[C:26]3[C:30](=[CH:31][CH:32]=2)[CH2:29][NH:28][C:27]3=[O:33])=CC=C(C#CC2C=NC=NC=2)N=1)CC1C=C(F)C=C(F)C=1)(C)(C)C.Br[C:44]1[C:45]([C@@H:55]([NH:65][C:66](=[O:84])[CH2:67][N:68]2[C:76]3[C:75]([F:78])([F:77])[CH2:74][CH2:73][C:72]([F:80])([F:79])[C:71]=3[C:70]([CH:81]([F:83])[F:82])=[N:69]2)[CH2:56][C:57]2[CH:62]=[C:61]([F:63])[CH:60]=[C:59]([F:64])[CH:58]=2)=[N:46][CH:47]=[C:48]([C:50]#[C:51][CH:52]2[CH2:54][CH2:53]2)[CH:49]=1, predict the reaction product. The product is: [CH:52]1([C:51]#[C:50][C:48]2[CH:49]=[C:44]([C:24]3[CH:25]=[C:26]4[C:30](=[CH:31][CH:32]=3)[CH2:29][NH:28][C:27]4=[O:33])[C:45]([C@@H:55]([NH:65][C:66](=[O:84])[CH2:67][N:68]3[C:76]4[C:75]([F:77])([F:78])[CH2:74][CH2:73][C:72]([F:79])([F:80])[C:71]=4[C:70]([CH:81]([F:83])[F:82])=[N:69]3)[CH2:56][C:57]3[CH:62]=[C:61]([F:63])[CH:60]=[C:59]([F:64])[CH:58]=3)=[N:46][CH:47]=2)[CH2:54][CH2:53]1. (5) Given the reactants [C:1]([O:5][C:6]([N:8]1[CH2:13][CH2:12][N:11]([CH2:14][C:15]2[CH:20]=[CH:19][C:18]([N+:21]([O-])=O)=[CH:17][CH:16]=2)[CH2:10][CH2:9]1)=[O:7])([CH3:4])([CH3:3])[CH3:2].O.O.[Sn](Cl)(Cl)(Cl)Cl.C(=O)(O)[O-].[Na+], predict the reaction product. The product is: [C:1]([O:5][C:6]([N:8]1[CH2:9][CH2:10][N:11]([CH2:14][C:15]2[CH:16]=[CH:17][C:18]([NH2:21])=[CH:19][CH:20]=2)[CH2:12][CH2:13]1)=[O:7])([CH3:4])([CH3:2])[CH3:3]. (6) Given the reactants [S:1].[CH3:2][N:3]([CH:5]([CH2:11][S:12][C:13]([NH2:15])=[O:14])[CH2:6][S:7][C:8]([NH2:10])=[O:9])[CH3:4].[ClH:16].O.[S:18]([O-:22])([O-:21])(=[O:20])=[O:19].[Zn+2:23].C1(S([O-])(=O)=O)C2C(=CC=CC=2)C=CC=1, predict the reaction product. The product is: [S:1].[CH3:4][N:3]([CH:5]([CH2:6][S:7][C:8]([NH2:10])=[O:9])[CH2:11][S:12][C:13]([NH2:15])=[O:14])[CH3:2].[ClH:16].[S:18]([O-:22])([O-:21])(=[O:20])=[O:19].[Zn+2:23]. (7) Given the reactants CC1(C)[O:6][C@@H:5]([C@@H:7]([CH2:11][CH2:12][CH2:13][C:14]2[CH:19]=[CH:18][C:17]([O:20][CH3:21])=[CH:16][CH:15]=2)[C:8]([OH:10])=O)[C:4](=[O:22])O1.[OH:24][NH:25]C(=O)[C@@H](O)[C@@H](C(N1CCN(C2SN=C(C3C=CC=CC=3)N=2)CC1)=O)CC(C)C.BrC1C=CC(OC)=CC=1.[CH2:63]([CH:66]1[CH2:71][CH2:70][NH:69][CH2:68][CH2:67]1)[CH2:64][CH3:65], predict the reaction product. The product is: [OH:24][NH:25][C:4](=[O:22])[C@@H:5]([OH:6])[C@H:7]([C:8]([N:69]1[CH2:70][CH2:71][CH:66]([CH2:63][CH2:64][CH3:65])[CH2:67][CH2:68]1)=[O:10])[CH2:11][CH2:12][CH2:13][C:14]1[CH:15]=[CH:16][C:17]([O:20][CH3:21])=[CH:18][CH:19]=1.